Dataset: Full USPTO retrosynthesis dataset with 1.9M reactions from patents (1976-2016). Task: Predict the reactants needed to synthesize the given product. Given the product [C:13]([O:17][C:18](=[O:27])[C:19]1[CH:20]=[CH:21][C:22]([CH2:25][N:10]2[N:11]=[N:12][C:8]([C:6]3[CH:5]=[N:4][CH:3]=[C:2]([Br:1])[CH:7]=3)=[N:9]2)=[CH:23][CH:24]=1)([CH3:16])([CH3:15])[CH3:14], predict the reactants needed to synthesize it. The reactants are: [Br:1][C:2]1[CH:3]=[N:4][CH:5]=[C:6]([C:8]2[N:9]=[N:10][NH:11][N:12]=2)[CH:7]=1.[C:13]([O:17][C:18](=[O:27])[C:19]1[CH:24]=[CH:23][C:22]([CH2:25]Br)=[CH:21][CH:20]=1)([CH3:16])([CH3:15])[CH3:14].C(=O)([O-])[O-].[Cs+].[Cs+].